From a dataset of Catalyst prediction with 721,799 reactions and 888 catalyst types from USPTO. Predict which catalyst facilitates the given reaction. Reactant: [F:1][C:2]1[CH:3]=[C:4]([CH:13]=[C:14](I)[C:15]=1[CH3:16])[C:5]([NH:7][C:8]1[CH:12]=[CH:11][O:10][N:9]=1)=[O:6].C([Mg]Cl)(C)C.C([O:26][B:27](OC(C)C)[O:28]C(C)C)(C)C. The catalyst class is: 7. Product: [F:1][C:2]1[C:15]([CH3:16])=[C:14]([B:27]([OH:28])[OH:26])[CH:13]=[C:4]([C:5]([NH:7][C:8]2[CH:12]=[CH:11][O:10][N:9]=2)=[O:6])[CH:3]=1.